From a dataset of Reaction yield outcomes from USPTO patents with 853,638 reactions. Predict the reaction yield, written as a fraction of the theoretical maximum amount of product (1.0 means a 100% yield; for example, 0.34 means a 34% yield). (1) The yield is 0.893. The catalyst is CN(C=O)C. The reactants are [CH3:1][O:2][C:3]1[N:8]=[CH:7][C:6]([OH:9])=[CH:5][CH:4]=1.[H-].[Na+].[CH3:12][O:13][CH2:14]Cl. The product is [CH3:1][O:2][C:3]1[CH:4]=[CH:5][C:6]([O:9][CH2:12][O:13][CH3:14])=[CH:7][N:8]=1. (2) The reactants are Cl[C:2]1[N:10]=[C:9]2[C:5]([N:6]=[CH:7][NH:8]2)=[C:4]([N:11]2[CH2:16][CH2:15][O:14][CH2:13][CH2:12]2)[N:3]=1.[CH3:17][C@H:18]1[O:23][C@@H:22]([CH3:24])[CH2:21][NH:20][CH2:19]1.CCN(C(C)C)C(C)C.O. The catalyst is CC(N(C)C)=O. The product is [CH3:24][C@@H:22]1[O:23][C@H:18]([CH3:17])[CH2:19][N:20]([C:2]2[N:10]=[C:9]3[C:5]([N:6]=[CH:7][NH:8]3)=[C:4]([N:11]3[CH2:16][CH2:15][O:14][CH2:13][CH2:12]3)[N:3]=2)[CH2:21]1. The yield is 0.980. (3) The reactants are [N:1]1[CH:6]=[CH:5][CH:4]=[N:3][C:2]=1[CH2:7][CH2:8][CH2:9][CH:10](O)[CH2:11][S:12]([N:15]1[CH2:20][CH2:19][N:18]([C:21]2[N:26]=[CH:25][C:24]([O:27][CH2:28][C:29]([F:32])([F:31])[F:30])=[CH:23][N:22]=2)[CH2:17][CH2:16]1)(=[O:14])=[O:13].C(N(CC)CC)C.CS(Cl)(=O)=O. The catalyst is C(Cl)Cl. The product is [N:3]1[CH:4]=[CH:5][CH:6]=[N:1][C:2]=1[CH2:7][CH2:8][CH2:9]/[CH:10]=[CH:11]/[S:12]([N:15]1[CH2:20][CH2:19][N:18]([C:21]2[N:22]=[CH:23][C:24]([O:27][CH2:28][C:29]([F:30])([F:31])[F:32])=[CH:25][N:26]=2)[CH2:17][CH2:16]1)(=[O:14])=[O:13]. The yield is 1.00. (4) The reactants are CN(C(ON1N=NC2C=CC=NC1=2)=[N+](C)C)C.F[P-](F)(F)(F)(F)F.[F:25][C:26]1[CH:27]=[C:28]([NH:37][C:38]([C@@H:40]2[NH:49][CH2:48][CH2:47][C:46]3[N:45]=[C:44]([O:50][CH3:51])[CH:43]=[CH:42][C:41]2=3)=[O:39])[CH:29]=[C:30]2[C:34]=1[C:33]([CH3:36])([CH3:35])[CH2:32][CH2:31]2.[C:52]([O:56][C:57](=[O:66])[CH2:58][C@@H:59]1[CH2:62][C@H:61]([C:63](O)=[O:64])[CH2:60]1)([CH3:55])([CH3:54])[CH3:53].CCN(C(C)C)C(C)C. The catalyst is CN(C=O)C.O. The product is [F:25][C:26]1[CH:27]=[C:28]([NH:37][C:38]([C@@H:40]2[N:49]([C:63]([C@@H:61]3[CH2:60][C@H:59]([CH2:58][C:57]([O:56][C:52]([CH3:55])([CH3:54])[CH3:53])=[O:66])[CH2:62]3)=[O:64])[CH2:48][CH2:47][C:46]3[N:45]=[C:44]([O:50][CH3:51])[CH:43]=[CH:42][C:41]2=3)=[O:39])[CH:29]=[C:30]2[C:34]=1[C:33]([CH3:35])([CH3:36])[CH2:32][CH2:31]2. The yield is 0.890.